From a dataset of NCI-60 drug combinations with 297,098 pairs across 59 cell lines. Regression. Given two drug SMILES strings and cell line genomic features, predict the synergy score measuring deviation from expected non-interaction effect. (1) Drug 1: C1=CC(=CC=C1CCCC(=O)O)N(CCCl)CCCl. Drug 2: C1=CC=C(C=C1)NC(=O)CCCCCCC(=O)NO. Cell line: PC-3. Synergy scores: CSS=33.3, Synergy_ZIP=-7.41, Synergy_Bliss=-3.07, Synergy_Loewe=-1.01, Synergy_HSA=1.31. (2) Drug 1: C1=NNC2=C1C(=O)NC=N2. Drug 2: COC1=C2C(=CC3=C1OC=C3)C=CC(=O)O2. Cell line: ACHN. Synergy scores: CSS=0.860, Synergy_ZIP=0.268, Synergy_Bliss=-1.45, Synergy_Loewe=-2.27, Synergy_HSA=-2.60. (3) Drug 1: CC1CCC2CC(C(=CC=CC=CC(CC(C(=O)C(C(C(=CC(C(=O)CC(OC(=O)C3CCCCN3C(=O)C(=O)C1(O2)O)C(C)CC4CCC(C(C4)OC)O)C)C)O)OC)C)C)C)OC. Drug 2: C1=CC=C(C(=C1)C(C2=CC=C(C=C2)Cl)C(Cl)Cl)Cl. Cell line: SNB-75. Synergy scores: CSS=3.31, Synergy_ZIP=-2.85, Synergy_Bliss=-2.07, Synergy_Loewe=-1.47, Synergy_HSA=-0.616. (4) Drug 2: C1=CC=C(C=C1)NC(=O)CCCCCCC(=O)NO. Drug 1: CS(=O)(=O)C1=CC(=C(C=C1)C(=O)NC2=CC(=C(C=C2)Cl)C3=CC=CC=N3)Cl. Cell line: SW-620. Synergy scores: CSS=17.9, Synergy_ZIP=1.16, Synergy_Bliss=3.55, Synergy_Loewe=-11.1, Synergy_HSA=0.799.